From a dataset of Reaction yield outcomes from USPTO patents with 853,638 reactions. Predict the reaction yield, written as a fraction of the theoretical maximum amount of product (1.0 means a 100% yield; for example, 0.34 means a 34% yield). The yield is 0.270. The reactants are [NH2:1][C:2]1[N:7]=[CH:6][N:5]=[C:4]2[N:8]([CH:30]3[CH2:35][CH2:34][CH2:33][N:32]([C:36](=[O:40])[CH2:37][C:38]#[N:39])[CH2:31]3)[N:9]=[C:10]([C:11]3[CH:16]=[CH:15][C:14]([NH:17][C:18](=[O:29])[C:19]4[CH:24]=[CH:23][C:22]([C:25]([F:28])([F:27])[F:26])=[CH:21][CH:20]=4)=[CH:13][CH:12]=3)[C:3]=12.[CH3:41][C:42]([CH3:46])([CH3:45])[CH:43]=O.N1CCCCC1. The catalyst is CO. The product is [NH2:1][C:2]1[N:7]=[CH:6][N:5]=[C:4]2[N:8]([CH:30]3[CH2:35][CH2:34][CH2:33][N:32]([C:36](=[O:40])[C:37]([C:38]#[N:39])=[CH:41][C:42]([CH3:46])([CH3:45])[CH3:43])[CH2:31]3)[N:9]=[C:10]([C:11]3[CH:12]=[CH:13][C:14]([NH:17][C:18](=[O:29])[C:19]4[CH:20]=[CH:21][C:22]([C:25]([F:28])([F:27])[F:26])=[CH:23][CH:24]=4)=[CH:15][CH:16]=3)[C:3]=12.